Dataset: Full USPTO retrosynthesis dataset with 1.9M reactions from patents (1976-2016). Task: Predict the reactants needed to synthesize the given product. (1) Given the product [Cl:1][C:2]1[CH:3]=[CH:4][C:5]([C:8]2[C:9]([O:24][CH2:25][CH:26]3[CH2:27][CH2:28]3)=[N:10][CH:11]=[C:12]([CH:23]=2)[C:13]([NH:15][C@H:16]2[CH2:21][CH2:20][CH2:19][CH2:18][C:17]2=[O:22])=[O:14])=[CH:6][CH:7]=1, predict the reactants needed to synthesize it. The reactants are: [Cl:1][C:2]1[CH:7]=[CH:6][C:5]([C:8]2[C:9]([O:24][CH2:25][CH:26]3[CH2:28][CH2:27]3)=[N:10][CH:11]=[C:12]([CH:23]=2)[C:13]([NH:15][C@H:16]2[CH2:21][CH2:20][CH2:19][CH2:18][C@H:17]2[OH:22])=[O:14])=[CH:4][CH:3]=1.CC(OI1(OC(C)=O)(OC(C)=O)OC(=O)C2C=CC=CC1=2)=O. (2) Given the product [C:31]([O:30][C@@H:24]([C:15]1[C:14]([CH3:35])=[CH:13][C:11]2[N:12]=[C:8]([C:4]3[CH:5]=[CH:6][CH:7]=[C:2]([C:40]4[CH:41]=[N:36][CH:37]=[N:38][CH:39]=4)[CH:3]=3)[S:9][C:10]=2[C:16]=1[C:17]1[CH:22]=[CH:21][C:20]([Cl:23])=[CH:19][CH:18]=1)[C:25]([O:27][CH2:28][CH3:29])=[O:26])([CH3:34])([CH3:33])[CH3:32], predict the reactants needed to synthesize it. The reactants are: Br[C:2]1[CH:3]=[C:4]([C:8]2[S:9][C:10]3[C:16]([C:17]4[CH:22]=[CH:21][C:20]([Cl:23])=[CH:19][CH:18]=4)=[C:15]([C@H:24]([O:30][C:31]([CH3:34])([CH3:33])[CH3:32])[C:25]([O:27][CH2:28][CH3:29])=[O:26])[C:14]([CH3:35])=[CH:13][C:11]=3[N:12]=2)[CH:5]=[CH:6][CH:7]=1.[N:36]1[CH:41]=[C:40](B(O)O)[CH:39]=[N:38][CH:37]=1.C([O-])([O-])=O.[K+].[K+]. (3) Given the product [C:23]([O:27][C:28]([N:30]1[C:34]2[CH:35]=[CH:36][CH:37]=[C:38]([CH2:39][N:14]([CH:11]3[CH2:12][CH2:13][N:8]([C:6]([O:5][C:1]([CH3:4])([CH3:3])[CH3:2])=[O:7])[CH2:9][CH2:10]3)[CH2:15][C:16]3[C:21]([CH3:22])=[CH:20][CH:19]=[CH:18][N:17]=3)[C:33]=2[N:32]=[CH:31]1)=[O:29])([CH3:26])([CH3:25])[CH3:24], predict the reactants needed to synthesize it. The reactants are: [C:1]([O:5][C:6]([N:8]1[CH2:13][CH2:12][CH:11]([NH:14][CH2:15][C:16]2[C:21]([CH3:22])=[CH:20][CH:19]=[CH:18][N:17]=2)[CH2:10][CH2:9]1)=[O:7])([CH3:4])([CH3:3])[CH3:2].[C:23]([O:27][C:28]([N:30]1[C:34]2[CH:35]=[CH:36][CH:37]=[C:38]([CH2:39]Br)[C:33]=2[N:32]=[CH:31]1)=[O:29])([CH3:26])([CH3:25])[CH3:24].CCN(C(C)C)C(C)C.